Dataset: CYP1A2 inhibition data for predicting drug metabolism from PubChem BioAssay. Task: Regression/Classification. Given a drug SMILES string, predict its absorption, distribution, metabolism, or excretion properties. Task type varies by dataset: regression for continuous measurements (e.g., permeability, clearance, half-life) or binary classification for categorical outcomes (e.g., BBB penetration, CYP inhibition). Dataset: cyp1a2_veith. (1) The drug is CC1=CC=CN2CC(O)CN=C12.Cl. The result is 0 (non-inhibitor). (2) The compound is O=C1Nc2ccccc2[C@]1(O)Cc1ccccn1. The result is 0 (non-inhibitor). (3) The molecule is CN1C(C(=O)Nc2ccccn2)=C(O)c2sccc2S1(=O)=O. The result is 0 (non-inhibitor). (4) The molecule is COc1cc(/C=C/C(=O)N2CCN(CC(O)COc3ccccc3)CC2)cc(OC)c1OC.Cl. The result is 0 (non-inhibitor). (5) The molecule is O=c1c(-c2cc(F)cc(F)c2)nc2cnc(N3CCNCC3)nc2n1C1CC1. The result is 1 (inhibitor). (6) The drug is CSc1ccc(CNc2ccc(C)c(C)c2)cc1. The result is 1 (inhibitor).